Dataset: Reaction yield outcomes from USPTO patents with 853,638 reactions. Task: Predict the reaction yield, written as a fraction of the theoretical maximum amount of product (1.0 means a 100% yield; for example, 0.34 means a 34% yield). The yield is 0.830. The product is [OH:6][P:4]([CH2:3][CH:2]([CH3:1])[CH2:7][C:8]([CH3:10])([CH3:9])[CH3:11])([CH:21]([CH2:22][CH2:23][CH2:24][CH2:25][CH2:26][CH2:27][CH2:28][CH3:29])[CH2:20][CH2:19][CH2:18][CH2:17][CH2:16][CH2:15][CH2:14][CH2:13][C:12]([OH:31])=[O:30])=[O:5]. The reactants are [CH3:1][CH:2]([CH2:7][C:8]([CH3:11])([CH3:10])[CH3:9])[CH2:3][PH:4](=[O:6])[OH:5].[C:12]([OH:31])(=[O:30])[CH2:13][CH2:14][CH2:15][CH2:16][CH2:17][CH2:18][CH2:19]/[CH:20]=[CH:21]\[CH2:22][CH2:23][CH2:24][CH2:25][CH2:26][CH2:27][CH2:28][CH3:29]. The catalyst is C(OOC(CC)(C)C)(CC)(C)C.